This data is from NCI-60 drug combinations with 297,098 pairs across 59 cell lines. The task is: Regression. Given two drug SMILES strings and cell line genomic features, predict the synergy score measuring deviation from expected non-interaction effect. Drug 1: C1=C(C(=O)NC(=O)N1)F. Drug 2: CS(=O)(=O)OCCCCOS(=O)(=O)C. Cell line: NCI-H460. Synergy scores: CSS=46.1, Synergy_ZIP=-6.74, Synergy_Bliss=-11.6, Synergy_Loewe=-20.8, Synergy_HSA=-9.99.